Task: Predict which catalyst facilitates the given reaction.. Dataset: Catalyst prediction with 721,799 reactions and 888 catalyst types from USPTO Reactant: [F:1][C:2]1[CH:3]=[C:4]([NH2:9])[C:5]([NH2:8])=[CH:6][CH:7]=1.[C:10](N1C=CN=C1)(N1C=CN=C1)=[O:11].N. Product: [F:1][C:2]1[CH:7]=[CH:6][C:5]2[NH:8][C:10](=[O:11])[NH:9][C:4]=2[CH:3]=1. The catalyst class is: 20.